From a dataset of Full USPTO retrosynthesis dataset with 1.9M reactions from patents (1976-2016). Predict the reactants needed to synthesize the given product. (1) Given the product [CH2:1]([O:3][C:4](=[O:30])[CH2:5][O:6][C:7]1[CH:12]=[CH:11][C:10]([O:13][CH2:14][C:15]2[S:16][C:17]([Br:28])=[C:18]([C:20]3[CH:25]=[CH:24][C:23]4[C:22](=[CH:32][CH:33]=[CH:35][CH:36]=4)[CH:21]=3)[N:19]=2)=[CH:9][C:8]=1[CH3:29])[CH3:2], predict the reactants needed to synthesize it. The reactants are: [CH2:1]([O:3][C:4](=[O:30])[CH2:5][O:6][C:7]1[CH:12]=[CH:11][C:10]([O:13][CH2:14][C:15]2[S:16][C:17]([Br:28])=[C:18]([C:20]3[CH:25]=[CH:24][C:23](OC)=[CH:22][CH:21]=3)[N:19]=2)=[CH:9][C:8]=1[CH3:29])[CH3:2].Br[CH2:32][C:33]([C:35]1C=CC(OC)=C[CH:36]=1)=O. (2) Given the product [NH2:17][C:5]1([C:3]([O:2][CH3:1])=[O:4])[CH2:9][CH2:8][N:7]([CH2:10][C:11]2[CH:16]=[CH:15][CH:14]=[CH:13][CH:12]=2)[CH2:6]1, predict the reactants needed to synthesize it. The reactants are: [CH3:1][O:2][C:3]([C:5]1([N:17]=C(C2C=CC=CC=2)C2C=CC=CC=2)[CH2:9][CH2:8][N:7]([CH2:10][C:11]2[CH:16]=[CH:15][CH:14]=[CH:13][CH:12]=2)[CH2:6]1)=[O:4].Cl. (3) Given the product [CH2:25]([O:24][P:22]([O-:30])([O:27][CH2:28][CH3:29])=[O:23])[CH3:26].[CH2:1]([N+:3]1[CH:7]=[CH:6][N:5]([CH3:8])[CH:4]=1)[CH3:2], predict the reactants needed to synthesize it. The reactants are: [CH2:1]([N:3]1[CH:7]=[CH:6][N:5]=[CH:4]1)[CH3:2].[CH3:8]N1C=CN=C1.P(OC)(OC)(OC)=O.[P:22]([O:30]CC)([O:27][CH2:28][CH3:29])([O:24][CH2:25][CH3:26])=[O:23]. (4) Given the product [CH2:20]([C:22]1[CH:27]=[CH:26][C:25]([C:28]2[CH:33]=[CH:32][C:31]([C:2]3[CH:3]=[C:4]([C:7]([NH:9][C:10]4[O:11][C:12]([C:15]5[O:16][CH:17]=[CH:18][CH:19]=5)=[N:13][N:14]=4)=[O:8])[S:5][CH:6]=3)=[CH:30][CH:29]=2)=[CH:24][CH:23]=1)[CH3:21], predict the reactants needed to synthesize it. The reactants are: Br[C:2]1[CH:3]=[C:4]([C:7]([NH:9][C:10]2[O:11][C:12]([C:15]3[O:16][CH:17]=[CH:18][CH:19]=3)=[N:13][N:14]=2)=[O:8])[S:5][CH:6]=1.[CH2:20]([C:22]1[CH:27]=[CH:26][C:25]([C:28]2[CH:33]=[CH:32][C:31](B(O)O)=[CH:30][CH:29]=2)=[CH:24][CH:23]=1)[CH3:21]. (5) Given the product [OH:8][C:9]1[CH:37]=[CH:36][CH:35]=[CH:34][C:10]=1[O:11][C:12]1[CH:13]=[C:14]([N:18]([CH2:27][C:28]2[CH:29]=[N:30][CH:31]=[CH:32][CH:33]=2)[S:19]([CH2:22][C:23]([F:25])([F:24])[F:26])(=[O:21])=[O:20])[CH:15]=[CH:16][CH:17]=1, predict the reactants needed to synthesize it. The reactants are: C([O:8][C:9]1[CH:37]=[CH:36][CH:35]=[CH:34][C:10]=1[O:11][C:12]1[CH:13]=[C:14]([N:18]([CH2:27][C:28]2[CH:29]=[N:30][CH:31]=[CH:32][CH:33]=2)[S:19]([CH2:22][C:23]([F:26])([F:25])[F:24])(=[O:21])=[O:20])[CH:15]=[CH:16][CH:17]=1)C1C=CC=CC=1.